Dataset: Peptide-MHC class II binding affinity with 134,281 pairs from IEDB. Task: Regression. Given a peptide amino acid sequence and an MHC pseudo amino acid sequence, predict their binding affinity value. This is MHC class II binding data. (1) The binding affinity (normalized) is 0.679. The peptide sequence is AAVELARALVRAVAE. The MHC is DRB1_0901 with pseudo-sequence DRB1_0901. (2) The peptide sequence is AQGYQQLSRQMMTAF. The MHC is HLA-DPA10301-DPB10402 with pseudo-sequence HLA-DPA10301-DPB10402. The binding affinity (normalized) is 0.189. (3) The peptide sequence is LWEVKSAKPLTGPMN. The MHC is DRB1_1302 with pseudo-sequence DRB1_1302. The binding affinity (normalized) is 0.459. (4) The peptide sequence is EKKYFAALQFEPLAA. The MHC is DRB1_1602 with pseudo-sequence DRB1_1602. The binding affinity (normalized) is 0.775. (5) The peptide sequence is YSINNVMDEIDFFEK. The MHC is HLA-DQA10101-DQB10501 with pseudo-sequence HLA-DQA10101-DQB10501. The binding affinity (normalized) is 0.697.